Dataset: Reaction yield outcomes from USPTO patents with 853,638 reactions. Task: Predict the reaction yield, written as a fraction of the theoretical maximum amount of product (1.0 means a 100% yield; for example, 0.34 means a 34% yield). (1) The reactants are [C:1]([O:5][C:6]([N:8]1[CH2:13][CH2:12][CH:11]([C:14]2[NH:15][CH:16]=[C:17]([C:19]3[CH:24]=[CH:23][C:22]([F:25])=[C:21]([C:26]([F:29])([F:28])[F:27])[CH:20]=3)[N:18]=2)[CH2:10][CH2:9]1)=[O:7])([CH3:4])([CH3:3])[CH3:2].[OH-].[K+].[CH3:32]I. The catalyst is CS(C)=O. The product is [C:1]([O:5][C:6]([N:8]1[CH2:13][CH2:12][CH:11]([C:14]2[N:15]([CH3:32])[CH:16]=[C:17]([C:19]3[CH:24]=[CH:23][C:22]([F:25])=[C:21]([C:26]([F:27])([F:28])[F:29])[CH:20]=3)[N:18]=2)[CH2:10][CH2:9]1)=[O:7])([CH3:4])([CH3:2])[CH3:3]. The yield is 0.525. (2) The reactants are [CH3:1][CH:2]1[C:6](=[O:7])[CH:5]=[C:4]([CH3:8])[O:3]1.[Si:9](OS(C(F)(F)F)(=O)=O)([C:12]([CH3:15])([CH3:14])[CH3:13])([CH3:11])[CH3:10]. The catalyst is C(Cl)Cl. The product is [CH3:13][C:12]([Si:9]([CH3:11])([CH3:10])[O:7][C:6]1[CH:5]=[C:4]([CH3:8])[O:3][C:2]=1[CH3:1])([CH3:15])[CH3:14]. The yield is 0.890.